This data is from Forward reaction prediction with 1.9M reactions from USPTO patents (1976-2016). The task is: Predict the product of the given reaction. (1) Given the reactants [C:1]1([CH:7]([C:13]([O:15][CH2:16][CH3:17])=[O:14])[C:8]([O:10][CH2:11][CH3:12])=[O:9])[CH:6]=[CH:5][CH:4]=[CH:3][CH:2]=1.[H-].[Na+].Cl[C:21]1[CH:26]=[CH:25][C:24]([N+:27]([O-:29])=[O:28])=[CH:23][N:22]=1.Cl, predict the reaction product. The product is: [C:1]1([C:7]([C:21]2[CH:26]=[CH:25][C:24]([N+:27]([O-:29])=[O:28])=[CH:23][N:22]=2)([C:8]([O:10][CH2:11][CH3:12])=[O:9])[C:13]([O:15][CH2:16][CH3:17])=[O:14])[CH:2]=[CH:3][CH:4]=[CH:5][CH:6]=1. (2) Given the reactants COC1C=CC(C([O:22][CH2:23][C@H:24]2[O:28][C@@H:27]([N:29]3[CH:37]=[C:35]([CH3:36])[C:33](=[O:34])[NH:32][C:30]3=[O:31])[CH2:26][C@@H:25]2[O:38][Si:39]([C:42]([CH3:45])([CH3:44])[CH3:43])([CH3:41])[CH3:40])(C2C=CC=CC=2)C2C=CC(OC)=CC=2)=CC=1.C([O-])([O-])=O.[Na+].[Na+], predict the reaction product. The product is: [Si:39]([O:38][C@@H:25]1[C@@H:24]([CH2:23][OH:22])[O:28][C@@H:27]([N:29]2[CH:37]=[C:35]([CH3:36])[C:33](=[O:34])[NH:32][C:30]2=[O:31])[CH2:26]1)([C:42]([CH3:45])([CH3:43])[CH3:44])([CH3:40])[CH3:41]. (3) Given the reactants S(=O)(=O)(O)O.[F:6][C:7]1[CH:12]=[C:11]([O:13][CH3:14])[CH:10]=[CH:9][C:8]=1[C:15](=[O:17])[CH3:16].[N+:18]([O-])([OH:20])=[O:19], predict the reaction product. The product is: [F:6][C:7]1[CH:12]=[C:11]([O:13][CH3:14])[C:10]([N+:18]([O-:20])=[O:19])=[CH:9][C:8]=1[C:15](=[O:17])[CH3:16]. (4) Given the reactants Br[C:2]1[C:11]2[CH2:10][CH2:9][CH2:8][C:7]3([O:16][CH2:15][C:14]([CH3:18])([CH3:17])[CH2:13][O:12]3)[C:6]=2[CH:5]=[N:4][CH:3]=1.[Cl:19][C:20]1[CH:21]=[C:22]2[C:26](=[CH:27][CH:28]=1)[C:25](=[O:29])[NH:24][CH2:23]2.C([O-])([O-])=O.[Cs+].[Cs+], predict the reaction product. The product is: [Cl:19][C:20]1[CH:21]=[C:22]2[C:26](=[CH:27][CH:28]=1)[C:25](=[O:29])[N:24]([C:2]1[C:11]3[CH2:10][CH2:9][CH2:8][C:7]4([O:16][CH2:15][C:14]([CH3:18])([CH3:17])[CH2:13][O:12]4)[C:6]=3[CH:5]=[N:4][CH:3]=1)[CH2:23]2.